Dataset: Full USPTO retrosynthesis dataset with 1.9M reactions from patents (1976-2016). Task: Predict the reactants needed to synthesize the given product. Given the product [C:1]([O:4][C@@H:5]1[C@@H:18]([O:19][C:20](=[O:22])[CH3:21])[C@H:17]([O:23][C:24](=[O:26])[CH3:25])[CH2:16][S:15][C@H:6]1[O:7][C:8]1[CH:13]=[CH:12][CH:11]=[C:10]([C:32]2[CH:31]=[N:30][C:29]([O:28][CH3:27])=[N:34][CH:33]=2)[CH:9]=1)(=[O:3])[CH3:2], predict the reactants needed to synthesize it. The reactants are: [C:1]([O:4][C@@H:5]1[C@@H:18]([O:19][C:20](=[O:22])[CH3:21])[C@H:17]([O:23][C:24](=[O:26])[CH3:25])[CH2:16][S:15][C@H:6]1[O:7][C:8]1[CH:13]=[CH:12][CH:11]=[C:10](Br)[CH:9]=1)(=[O:3])[CH3:2].[CH3:27][O:28][C:29]1[N:34]=[CH:33][C:32](B(O)O)=[CH:31][N:30]=1.